This data is from NCI-60 drug combinations with 297,098 pairs across 59 cell lines. The task is: Regression. Given two drug SMILES strings and cell line genomic features, predict the synergy score measuring deviation from expected non-interaction effect. (1) Drug 1: C1=CC(=C2C(=C1NCCNCCO)C(=O)C3=C(C=CC(=C3C2=O)O)O)NCCNCCO. Drug 2: C1=CC(=CC=C1C#N)C(C2=CC=C(C=C2)C#N)N3C=NC=N3. Cell line: SNB-19. Synergy scores: CSS=33.3, Synergy_ZIP=2.48, Synergy_Bliss=-5.83, Synergy_Loewe=-35.5, Synergy_HSA=-5.50. (2) Drug 1: CC1C(C(=O)NC(C(=O)N2CCCC2C(=O)N(CC(=O)N(C(C(=O)O1)C(C)C)C)C)C(C)C)NC(=O)C3=C4C(=C(C=C3)C)OC5=C(C(=O)C(=C(C5=N4)C(=O)NC6C(OC(=O)C(N(C(=O)CN(C(=O)C7CCCN7C(=O)C(NC6=O)C(C)C)C)C)C(C)C)C)N)C. Drug 2: B(C(CC(C)C)NC(=O)C(CC1=CC=CC=C1)NC(=O)C2=NC=CN=C2)(O)O. Cell line: SF-295. Synergy scores: CSS=39.6, Synergy_ZIP=-3.61, Synergy_Bliss=-7.44, Synergy_Loewe=-8.81, Synergy_HSA=-4.81.